This data is from Reaction yield outcomes from USPTO patents with 853,638 reactions. The task is: Predict the reaction yield, written as a fraction of the theoretical maximum amount of product (1.0 means a 100% yield; for example, 0.34 means a 34% yield). The reactants are [Br:1][C:2]1[CH:3]=[C:4]([C:8]([NH:13]C(=O)OC(C)(C)C)([CH3:12])[CH2:9][NH:10][CH3:11])[CH:5]=[CH:6][CH:7]=1. The catalyst is C(O)(C(F)(F)F)=O.C(Cl)Cl. The product is [Br:1][C:2]1[CH:3]=[C:4]([C:8]([NH2:13])([CH3:12])[CH2:9][NH:10][CH3:11])[CH:5]=[CH:6][CH:7]=1. The yield is 0.760.